Task: Predict the product of the given reaction.. Dataset: Forward reaction prediction with 1.9M reactions from USPTO patents (1976-2016) Given the reactants [N:1]([C:4]1[CH:9]=[C:8]([C:10]([O:12]C)=[O:11])[CH:7]=[CH:6][C:5]=1[C:14]([O:16]C)=O)=[C:2]=[S:3].[NH2:18][C:19]1[N:24]=[CH:23][CH:22]=[CH:21][N:20]=1.[OH-].[Na+].Cl, predict the reaction product. The product is: [O:16]=[C:14]1[C:5]2[C:4](=[CH:9][C:8]([C:10]([OH:12])=[O:11])=[CH:7][CH:6]=2)[NH:1][C:2](=[S:3])[N:18]1[C:19]1[N:24]=[CH:23][CH:22]=[CH:21][N:20]=1.